Dataset: Full USPTO retrosynthesis dataset with 1.9M reactions from patents (1976-2016). Task: Predict the reactants needed to synthesize the given product. (1) Given the product [F:21][C:22]1[CH:27]=[CH:26][C:25](/[CH:28]=[CH:29]/[C:2]2[CH:7]=[CH:6][C:5]([S:8]([C:11]3[CH:16]=[CH:15][CH:14]=[CH:13][C:12]=3[C@@H:17]([OH:19])[CH3:18])(=[O:10])=[O:9])=[CH:4][C:3]=2[CH3:20])=[CH:24][CH:23]=1, predict the reactants needed to synthesize it. The reactants are: Br[C:2]1[CH:7]=[CH:6][C:5]([S:8]([C:11]2[CH:16]=[CH:15][CH:14]=[CH:13][C:12]=2[C@@H:17]([OH:19])[CH3:18])(=[O:10])=[O:9])=[CH:4][C:3]=1[CH3:20].[F:21][C:22]1[CH:27]=[CH:26][C:25](/[CH:28]=[CH:29]/B(O)O)=[CH:24][CH:23]=1.C(=O)([O-])[O-].[Na+].[Na+]. (2) The reactants are: [OH:1][C:2]1[CH:7]=[CH:6][C:5]([CH2:8][C:9]([OH:11])=[O:10])=[CH:4][C:3]=1[O:12][CH3:13].[S:14](O[S:14]([C:17]([F:20])([F:19])[F:18])(=[O:16])=[O:15])([C:17]([F:20])([F:19])[F:18])(=[O:16])=[O:15]. Given the product [CH3:13][O:12][C:3]1[CH:4]=[C:5]([CH2:8][C:9]([OH:11])=[O:10])[CH:6]=[CH:7][C:2]=1[O:1][S:14]([C:17]([F:20])([F:19])[F:18])(=[O:16])=[O:15], predict the reactants needed to synthesize it. (3) Given the product [CH3:12][C:4]1[N:3]=[C:2]([NH:21][C:18]2[CH:19]=[CH:20][C:15]([O:14][CH3:13])=[CH:16][CH:17]=2)[C:11]2[C:6](=[CH:7][CH:8]=[CH:9][CH:10]=2)[N:5]=1, predict the reactants needed to synthesize it. The reactants are: Cl[C:2]1[C:11]2[C:6](=[CH:7][CH:8]=[CH:9][CH:10]=2)[N:5]=[C:4]([CH3:12])[N:3]=1.[CH3:13][O:14][C:15]1[CH:20]=[CH:19][C:18]([NH2:21])=[CH:17][CH:16]=1. (4) Given the product [CH3:26][N:24]([CH3:25])[CH2:23][CH2:22][N:19]1[CH2:18][CH2:17][N:16]([C:14]([NH:13][C:9]2[CH:8]=[C:7]([O:6][C:5]3[CH:4]=[CH:3][C:2]([NH:1][C:54]([NH:53][C:51](=[O:52])[CH2:50][C:44]4[CH:45]=[CH:46][CH:47]=[CH:48][CH:49]=4)=[S:55])=[CH:28][CH:27]=3)[CH:12]=[CH:11][N:10]=2)=[O:15])[CH2:21][CH2:20]1, predict the reactants needed to synthesize it. The reactants are: [NH2:1][C:2]1[CH:28]=[CH:27][C:5]([O:6][C:7]2[CH:12]=[CH:11][N:10]=[C:9]([NH:13][C:14]([N:16]3[CH2:21][CH2:20][N:19]([CH2:22][CH2:23][N:24]([CH3:26])[CH3:25])[CH2:18][CH2:17]3)=[O:15])[CH:8]=2)=[CH:4][CH:3]=1.C12(CS(O)(=O)=O)C(C)(C)C(CC1)CC2=O.[C:44]1([CH2:50][C:51]([N:53]=[C:54]=[S:55])=[O:52])[CH:49]=[CH:48][CH:47]=[CH:46][CH:45]=1. (5) The reactants are: C([N:3]([CH2:6]C)CC)C.[CH2:8]([N:15]1[CH:19]=[C:18]([CH:20]=O)[CH:17]=C1)[C:9]1[CH:14]=[CH:13][CH:12]=[CH:11][CH:10]=1.Cl.C[NH2:24].[BH4-].[Na+]. Given the product [CH2:8]([N:15]1[CH:19]=[C:18]([CH2:20][NH:3][CH3:6])[CH:17]=[N:24]1)[C:9]1[CH:14]=[CH:13][CH:12]=[CH:11][CH:10]=1, predict the reactants needed to synthesize it. (6) Given the product [C:21]([CH:8]([C:7](=[O:14])[CH2:6][O:5][C:1]([CH3:3])([CH3:4])[CH3:2])[C:9]([O:11][CH2:12][CH3:13])=[O:10])(=[O:23])[CH3:22], predict the reactants needed to synthesize it. The reactants are: [C:1]([O:5][CH2:6][C:7](=[O:14])[CH2:8][C:9]([O:11][CH2:12][CH3:13])=[O:10])([CH3:4])([CH3:3])[CH3:2].N1C=CC=CC=1.[C:21](Cl)(=[O:23])[CH3:22].[Mg+2].[Cl-].[Cl-]. (7) Given the product [CH2:1]1[C:9]2[C:4](=[CH:5][CH:6]=[CH:7][CH:8]=2)[CH2:3][CH:2]1[N:29]1[CH2:30][CH:22]2[N:21]([C:12]3[CH:13]=[CH:14][C:15]4[C:20](=[CH:19][CH:18]=[CH:17][CH:16]=4)[CH:11]=3)[CH2:28][CH:27]1[CH2:26][CH:25]=[CH:24][CH2:23]2, predict the reactants needed to synthesize it. The reactants are: [CH2:1]1[C:9]2[C:4](=[CH:5][CH:6]=[CH:7][CH:8]=2)[CH2:3][C:2]1=O.[CH:11]1[C:20]2[C:15](=[CH:16][CH:17]=[CH:18][CH:19]=2)[CH:14]=[CH:13][C:12]=1[N:21]1[CH2:28][C@H:27]2[NH:29][CH2:30][C@@H:22]1[CH2:23][CH:24]=[CH:25][CH2:26]2.C(O[BH-](OC(=O)C)OC(=O)C)(=O)C.[Na+].[OH-].[Na+]. (8) Given the product [S:17]1[CH:21]=[CH:20][C:19]([C:2]2[CH:7]=[CH:6][CH:5]=[CH:4][C:3]=2[CH:8]2[N:13]3[CH:14]=[N:15][CH:16]=[C:12]3[CH2:11][CH2:10][CH2:9]2)=[CH:18]1, predict the reactants needed to synthesize it. The reactants are: Br[C:2]1[CH:7]=[CH:6][CH:5]=[CH:4][C:3]=1[CH:8]1[N:13]2[CH:14]=[N:15][CH:16]=[C:12]2[CH2:11][CH2:10][CH2:9]1.[S:17]1[CH:21]=[CH:20][C:19](B(O)O)=[CH:18]1.C([O-])([O-])=O.[Na+].[Na+]. (9) Given the product [CH2:14]([C:3]1[CH2:5][CH:4]=1)[CH2:13][CH2:12][CH2:11][CH2:10][CH2:9][CH:8]=[CH2:7], predict the reactants needed to synthesize it. The reactants are: [NH2-].[Na+].[CH:3]1[CH2:5][CH:4]=1.I[CH2:7][CH2:8][CH2:9][CH2:10][CH2:11][CH2:12][CH:13]=[CH2:14].C(O)C. (10) Given the product [C:1]([O:5][C:6]([N:8]1[CH2:14][CH2:13][CH2:12][C@H:11]([N:40]=[N+:41]=[N-:42])[C:10]2[CH:16]=[C:17]([CH2:24][CH3:25])[C:18]([C:20]([F:23])([F:22])[F:21])=[CH:19][C:9]1=2)=[O:7])([CH3:4])([CH3:3])[CH3:2], predict the reactants needed to synthesize it. The reactants are: [C:1]([O:5][C:6]([N:8]1[CH2:14][CH2:13][CH2:12][C@@H:11](O)[C:10]2[CH:16]=[C:17]([CH2:24][CH3:25])[C:18]([C:20]([F:23])([F:22])[F:21])=[CH:19][C:9]1=2)=[O:7])([CH3:4])([CH3:3])[CH3:2].C1(P([N:40]=[N+:41]=[N-:42])(C2C=CC=CC=2)=O)C=CC=CC=1.C1CCN2C(=NCCC2)CC1.